From a dataset of Reaction yield outcomes from USPTO patents with 853,638 reactions. Predict the reaction yield, written as a fraction of the theoretical maximum amount of product (1.0 means a 100% yield; for example, 0.34 means a 34% yield). The reactants are CCN(C(C)C)C(C)C.[Cl:10][C:11]1[CH:19]=[CH:18][C:17]([Cl:20])=[CH:16][C:12]=1[C:13]([OH:15])=O.CCN=C=NCCCN(C)C.C1C=CC2N(O)N=NC=2C=1.Cl.[O:43]=[C:44]([N:62]1[CH2:67][CH2:66][NH:65][CH2:64][CH2:63]1)[CH2:45][NH:46][C:47](=[O:61])[C:48]1[CH:53]=[CH:52][C:51]([O:54][C:55]2[CH:60]=[CH:59][CH:58]=[CH:57][CH:56]=2)=[CH:50][CH:49]=1. The product is [Cl:10][C:11]1[CH:19]=[CH:18][C:17]([Cl:20])=[CH:16][C:12]=1[C:13]([N:65]1[CH2:66][CH2:67][N:62]([C:44](=[O:43])[CH2:45][NH:46][C:47](=[O:61])[C:48]2[CH:49]=[CH:50][C:51]([O:54][C:55]3[CH:56]=[CH:57][CH:58]=[CH:59][CH:60]=3)=[CH:52][CH:53]=2)[CH2:63][CH2:64]1)=[O:15]. The catalyst is CN(C=O)C.O. The yield is 0.550.